Dataset: Peptide-MHC class I binding affinity with 185,985 pairs from IEDB/IMGT. Task: Regression. Given a peptide amino acid sequence and an MHC pseudo amino acid sequence, predict their binding affinity value. This is MHC class I binding data. (1) The peptide sequence is MEQRVMATL. The MHC is HLA-B18:01 with pseudo-sequence HLA-B18:01. The binding affinity (normalized) is 0.851. (2) The MHC is HLA-B18:01 with pseudo-sequence HLA-B18:01. The peptide sequence is GDNEIEYGF. The binding affinity (normalized) is 0.232. (3) The peptide sequence is MQQAYQCIV. The MHC is HLA-A02:16 with pseudo-sequence HLA-A02:16. The binding affinity (normalized) is 0.808.